From a dataset of NCI-60 drug combinations with 297,098 pairs across 59 cell lines. Regression. Given two drug SMILES strings and cell line genomic features, predict the synergy score measuring deviation from expected non-interaction effect. Drug 1: CC1=C(C(=CC=C1)Cl)NC(=O)C2=CN=C(S2)NC3=CC(=NC(=N3)C)N4CCN(CC4)CCO. Drug 2: CCN(CC)CCNC(=O)C1=C(NC(=C1C)C=C2C3=C(C=CC(=C3)F)NC2=O)C. Cell line: EKVX. Synergy scores: CSS=10.2, Synergy_ZIP=0.284, Synergy_Bliss=6.41, Synergy_Loewe=6.29, Synergy_HSA=6.76.